Dataset: Forward reaction prediction with 1.9M reactions from USPTO patents (1976-2016). Task: Predict the product of the given reaction. (1) Given the reactants [C:1]1([N:7]2[C:11]([C:12]3[CH:17]=[CH:16][CH:15]=[C:14]([CH2:18][CH2:19][CH3:20])[CH:13]=3)=[CH:10][C:9]([NH:21][C:22]([C:24]34[CH2:29][CH:28]3[C:27](=[O:30])[N:26](CC3C=CC(OC)=CC=3OC)[CH2:25]4)=[O:23])=[N:8]2)[CH:6]=[CH:5][CH:4]=[CH:3][CH:2]=1.C1(OC)C=CC=CC=1.FC(F)(F)C(O)=O, predict the reaction product. The product is: [C:1]1([N:7]2[C:11]([C:12]3[CH:17]=[CH:16][CH:15]=[C:14]([CH2:18][CH2:19][CH3:20])[CH:13]=3)=[CH:10][C:9]([NH:21][C:22]([C:24]34[CH2:29][CH:28]3[C:27](=[O:30])[NH:26][CH2:25]4)=[O:23])=[N:8]2)[CH:2]=[CH:3][CH:4]=[CH:5][CH:6]=1. (2) Given the reactants [Cl:1][C:2]1[CH:3]=[C:4]2[C:8](=[CH:9][CH:10]=1)[N:7]([C:11]1[N:15]([CH3:16])[N:14]=[C:13]([CH3:17])[C:12]=1[CH2:18][CH2:19][CH:20](O)[C:21]([O:23][CH2:24][CH3:25])=[O:22])[CH:6]=[CH:5]2.S(Cl)([Cl:29])=O, predict the reaction product. The product is: [Cl:29][CH:20]([CH2:19][CH2:18][C:12]1[C:13]([CH3:17])=[N:14][N:15]([CH3:16])[C:11]=1[N:7]1[C:8]2[C:4](=[CH:3][C:2]([Cl:1])=[CH:10][CH:9]=2)[CH:5]=[CH:6]1)[C:21]([O:23][CH2:24][CH3:25])=[O:22]. (3) Given the reactants C([O:5][C:6](=[O:34])[C:7]1[CH:12]=[CH:11][C:10]([N:13]([C:20]2[CH:25]=[CH:24][C:23]([O:26][CH:27]([F:29])[F:28])=[C:22]([O:30][CH:31]([F:33])[F:32])[CH:21]=2)[CH2:14][C:15]2[S:19][CH:18]=[N:17][CH:16]=2)=[CH:9][CH:8]=1)(C)(C)C.FC(F)(F)C(O)=O.C(=O)(O)[O-].[Na+], predict the reaction product. The product is: [F:33][CH:31]([F:32])[O:30][C:22]1[CH:21]=[C:20]([N:13]([CH2:14][C:15]2[S:19][CH:18]=[N:17][CH:16]=2)[C:10]2[CH:9]=[CH:8][C:7]([C:6]([OH:34])=[O:5])=[CH:12][CH:11]=2)[CH:25]=[CH:24][C:23]=1[O:26][CH:27]([F:29])[F:28]. (4) The product is: [CH2:1]([O:8][C:9]([N:11]1[CH2:17][CH2:16][C:15](=[O:18])[N:14]([C@H:19]([CH2:30][OH:31])[CH2:20][CH2:21][O:22][CH2:23][C:24]2[CH:29]=[CH:28][CH:27]=[CH:26][CH:25]=2)[CH2:13][C@H:12]1[CH3:35])=[O:10])[C:2]1[CH:7]=[CH:6][CH:5]=[CH:4][CH:3]=1. Given the reactants [CH2:1]([O:8][C:9]([N:11]1[CH2:17][CH2:16][C:15](=[O:18])[N:14]([C@H:19]([C:30](OCC)=[O:31])[CH2:20][CH2:21][O:22][CH2:23][C:24]2[CH:29]=[CH:28][CH:27]=[CH:26][CH:25]=2)[CH2:13][C@H:12]1[CH3:35])=[O:10])[C:2]1[CH:7]=[CH:6][CH:5]=[CH:4][CH:3]=1.[BH4-].[Li+].CO.S([O-])(O)(=O)=O.[K+], predict the reaction product. (5) Given the reactants C([O:3][C:4]([C:6]1[C:10]([C:11]2[CH:16]=[CH:15][CH:14]=[C:13]([CH3:17])[N:12]=2)=[N:9][N:8]2[CH2:18][CH2:19][CH2:20][C:7]=12)=[O:5])C.[OH-].[Na+], predict the reaction product. The product is: [CH3:17][C:13]1[N:12]=[C:11]([C:10]2[C:6]([C:4]([OH:5])=[O:3])=[C:7]3[CH2:20][CH2:19][CH2:18][N:8]3[N:9]=2)[CH:16]=[CH:15][CH:14]=1. (6) Given the reactants Br[C:2]1[CH:3]=[N:4][CH:5]=[C:6]([Br:8])[CH:7]=1.O1CCOCC1.[NH:15]1[CH2:20][CH2:19][O:18][CH2:17][CH2:16]1.CC(C)([O-])C.[Na+], predict the reaction product. The product is: [Br:8][C:6]1[CH:7]=[C:2]([N:15]2[CH2:20][CH2:19][O:18][CH2:17][CH2:16]2)[CH:3]=[N:4][CH:5]=1. (7) Given the reactants [N+:1]([C:4]1[CH:5]=[C:6]([CH:9]=[CH:10][CH:11]=1)[CH2:7][Cl:8])([O-:3])=[O:2].C(N(CC)CC)C.[CH3:19][NH:20][CH2:21][CH2:22][OH:23], predict the reaction product. The product is: [ClH:8].[N+:1]([C:4]1[CH:5]=[C:6]([CH:9]=[CH:10][CH:11]=1)[CH2:7][N:20]([CH3:19])[CH2:21][CH2:22][OH:23])([O-:3])=[O:2].